This data is from Catalyst prediction with 721,799 reactions and 888 catalyst types from USPTO. The task is: Predict which catalyst facilitates the given reaction. (1) The catalyst class is: 11. Reactant: [C:1](Cl)(Cl)=[O:2].[CH3:5][O:6][C:7]([C:9]1[NH:10][C:11]([C:15]([CH3:18])([CH3:17])[CH3:16])=[CH:12][C:13]=1[NH2:14])=[O:8].N1C=CC=CC=1.[NH2:25][C:26]1[CH:31]=[CH:30][C:29]([CH3:32])=[CH:28][CH:27]=1. Product: [CH3:5][O:6][C:7]([C:9]1[NH:10][C:11]([C:15]([CH3:18])([CH3:17])[CH3:16])=[CH:12][C:13]=1[NH:14][C:1]([NH:25][C:26]1[CH:31]=[CH:30][C:29]([CH3:32])=[CH:28][CH:27]=1)=[O:2])=[O:8]. (2) Product: [Cl:1][C:2]1[C:3]([OH:19])=[C:4]([CH3:18])[C:5]2[O:9][C:8]([N:10]3[CH2:15][CH2:14][NH:13][CH2:12][C@@H:11]3[CH3:16])=[N:7][C:6]=2[CH:17]=1. Reactant: [Cl:1][C:2]1[C:3]([O:19]C)=[C:4]([CH3:18])[C:5]2[O:9][C:8]([N:10]3[CH2:15][CH2:14][NH:13][CH2:12][C@@H:11]3[CH3:16])=[N:7][C:6]=2[CH:17]=1.B(Br)(Br)Br.C(=O)([O-])O.[Na+]. The catalyst class is: 4. (3) Reactant: [C:1]([O:5][C:6]([N:8]1[CH2:13][CH2:12][N:11]([C:14]2[C:19](I)=[CH:18][N:17]=[CH:16][N:15]=2)[CH2:10][CH2:9]1)=[O:7])([CH3:4])([CH3:3])[CH3:2].N1C2C(=CC=C3C=2N=CC=C3)C=CC=1.C([O-])([O-])=O.[Cs+].[Cs+].[CH2:41]([OH:48])[C:42]1[CH:47]=[CH:46][CH:45]=[CH:44][CH:43]=1. Product: [C:1]([O:5][C:6]([N:8]1[CH2:13][CH2:12][N:11]([C:14]2[C:19]([O:48][CH2:41][C:42]3[CH:47]=[CH:46][CH:45]=[CH:44][CH:43]=3)=[CH:18][N:17]=[CH:16][N:15]=2)[CH2:10][CH2:9]1)=[O:7])([CH3:4])([CH3:3])[CH3:2]. The catalyst class is: 509. (4) Reactant: [C:1]([C:3]1[CH:8]=[C:7]([C:9]([OH:11])=[O:10])[CH:6]=[CH:5][C:4]=1[C:12]1[CH:17]=[CH:16][C:15]([C:18]2[S:19][CH:20]=[CH:21][C:22]=2[NH:23][S:24]([CH:27]([CH3:29])[CH3:28])(=[O:26])=[O:25])=[CH:14][CH:13]=1)#[N:2].[Cl:30]N1C(=O)CCC1=O. Product: [Cl:30][C:20]1[S:19][C:18]([C:15]2[CH:14]=[CH:13][C:12]([C:4]3[CH:5]=[CH:6][C:7]([C:9]([OH:11])=[O:10])=[CH:8][C:3]=3[C:1]#[N:2])=[CH:17][CH:16]=2)=[C:22]([NH:23][S:24]([CH:27]([CH3:29])[CH3:28])(=[O:26])=[O:25])[CH:21]=1. The catalyst class is: 7. (5) Reactant: [F:1][C:2]1[CH:7]=[C:6]([F:8])[CH:5]=[CH:4][C:3]=1[CH3:9].[Al+3].[Cl-].[Cl-].[Cl-].[Cl:14][CH2:15][C:16](Cl)=[O:17].Cl. Product: [Cl:14][CH2:15][C:16]([C:5]1[CH:4]=[C:3]([CH3:9])[C:2]([F:1])=[CH:7][C:6]=1[F:8])=[O:17]. The catalyst class is: 161. (6) Reactant: [Br:1][C:2]1[C:3]([C:9]#[N:10])=[N:4][CH:5]=[C:6](F)[CH:7]=1.CCN(C(C)C)C(C)C.[NH2:20][C@@H:21]1[CH2:26][CH2:25][CH2:24][CH2:23][C@@H:22]1[NH:27][C:28](=[O:34])[O:29][C:30]([CH3:33])([CH3:32])[CH3:31]. Product: [Br:1][C:2]1[CH:7]=[C:6]([NH:20][C@@H:21]2[CH2:26][CH2:25][CH2:24][CH2:23][C@@H:22]2[NH:27][C:28](=[O:34])[O:29][C:30]([CH3:32])([CH3:31])[CH3:33])[CH:5]=[N:4][C:3]=1[C:9]#[N:10]. The catalyst class is: 58. (7) Reactant: Br[C:2]1[CH:7]=[C:6]([CH2:8][O:9][CH2:10][CH3:11])[CH:5]=[C:4]([Br:12])[C:3]=1[CH3:13].[CH2:14]([NH2:21])[C:15]1[CH:20]=[CH:19][CH:18]=[CH:17][CH:16]=1.C1C=CC(P(C2C(C3C(P(C4C=CC=CC=4)C4C=CC=CC=4)=CC=C4C=3C=CC=C4)=C3C(C=CC=C3)=CC=2)C2C=CC=CC=2)=CC=1.CC([O-])(C)C.[Na+]. Product: [CH2:14]([NH:21][C:2]1[CH:7]=[C:6]([CH2:8][O:9][CH2:10][CH3:11])[CH:5]=[C:4]([Br:12])[C:3]=1[CH3:13])[C:15]1[CH:20]=[CH:19][CH:18]=[CH:17][CH:16]=1. The catalyst class is: 187.